From a dataset of Forward reaction prediction with 1.9M reactions from USPTO patents (1976-2016). Predict the product of the given reaction. (1) The product is: [C:28]([O:27][C:25]([NH:24][C@@H:10]([CH2:11][C:12]1[C:20]2[C:15](=[CH:16][CH:17]=[CH:18][CH:19]=2)[N:14]([CH2:21][CH2:22][CH3:23])[CH:13]=1)[C:9]([NH:75][O:74][C:55]([C:56]1[CH:61]=[CH:60][CH:59]=[CH:58][CH:57]=1)([C:68]1[CH:69]=[CH:70][CH:71]=[CH:72][CH:73]=1)[C:62]1[CH:63]=[CH:64][CH:65]=[CH:66][CH:67]=1)=[O:32])=[O:26])([CH3:30])([CH3:29])[CH3:31]. Given the reactants C(O[C:9](=[O:32])[C@@H:10]([NH:24][C:25]([O:27][C:28]([CH3:31])([CH3:30])[CH3:29])=[O:26])[CH2:11][C:12]1[C:20]2[C:15](=[CH:16][CH:17]=[CH:18][CH:19]=2)[N:14]([CH2:21][CH2:22][CH3:23])[CH:13]=1)C1C=CC=CC=1.CCN=C=NCCCN(C)C.Cl.C1C=CC2N(O)N=NC=2C=1.[C:55]([O:74][NH2:75])([C:68]1[CH:73]=[CH:72][CH:71]=[CH:70][CH:69]=1)([C:62]1[CH:67]=[CH:66][CH:65]=[CH:64][CH:63]=1)[C:56]1[CH:61]=[CH:60][CH:59]=[CH:58][CH:57]=1, predict the reaction product. (2) Given the reactants Br[C:2]1[CH:7]=[CH:6][C:5]([O:8][CH3:9])=[CH:4][C:3]=1[F:10].[CH3:11][C:12]1[CH:17]=[CH:16][CH:15]=[CH:14][C:13]=1B(O)O.C(=O)([O-])[O-].[Na+].[Na+].CCOC(C)=O, predict the reaction product. The product is: [CH3:9][O:8][C:5]1[CH:6]=[CH:7][C:2]([C:13]2[CH:14]=[CH:15][CH:16]=[CH:17][C:12]=2[CH3:11])=[C:3]([F:10])[CH:4]=1. (3) Given the reactants [Cl:1][C:2]1[S:6][C:5]([C:7]2[N:11]([C:12]3[CH:17]=[CH:16][C:15]([Cl:18])=[CH:14][C:13]=3[Cl:19])[N:10]=[C:9]([C:20](Cl)=[O:21])[C:8]=2[CH3:23])=[CH:4][CH:3]=1.[N:24]1([C:31](=[O:33])[CH3:32])[CH2:30][CH2:29][CH2:28][CH2:27][CH2:26][CH2:25]1.C[Si]([N-][Si](C)(C)C)(C)C.[Li+], predict the reaction product. The product is: [N:24]1([C:31](=[O:33])[CH2:32][C:20]([C:9]2[C:8]([CH3:23])=[C:7]([C:5]3[S:6][C:2]([Cl:1])=[CH:3][CH:4]=3)[N:11]([C:12]3[CH:17]=[CH:16][C:15]([Cl:18])=[CH:14][C:13]=3[Cl:19])[N:10]=2)=[O:21])[CH2:30][CH2:29][CH2:28][CH2:27][CH2:26][CH2:25]1.